Dataset: Reaction yield outcomes from USPTO patents with 853,638 reactions. Task: Predict the reaction yield, written as a fraction of the theoretical maximum amount of product (1.0 means a 100% yield; for example, 0.34 means a 34% yield). (1) The reactants are C[O:2][C:3](=O)[C:4]1[CH:9]=[C:8]([N+:10]([O-:12])=[O:11])[C:7]([C:13]([F:16])([F:15])[F:14])=[CH:6][C:5]=1[N:17]=[C:18]=[O:19].[CH3:21][S:22]([NH:25][NH2:26])(=[O:24])=[O:23].[OH-].[Na+].Cl. The catalyst is C1COCC1. The product is [N+:10]([C:8]1[CH:9]=[C:4]2[C:5](=[CH:6][C:7]=1[C:13]([F:16])([F:15])[F:14])[NH:17][C:18](=[O:19])[N:26]([NH:25][S:22]([CH3:21])(=[O:24])=[O:23])[C:3]2=[O:2])([O-:12])=[O:11]. The yield is 0.810. (2) The reactants are [N-:1]=[N+:2]=[N-:3].[Na+].[C:5]([N:13]1[CH2:17][CH:16]=[CH:15][C@H:14]1[CH2:18]OS(C)(=O)=O)(=[O:12])[C:6]1[CH:11]=[CH:10][CH:9]=[CH:8][CH:7]=1. The catalyst is CN(C=O)C. The product is [N:1]([CH2:18][C@@H:14]1[CH:15]=[CH:16][CH2:17][N:13]1[C:5]([C:6]1[CH:11]=[CH:10][CH:9]=[CH:8][CH:7]=1)=[O:12])=[N+:2]=[N-:3]. The yield is 0.630. (3) The product is [Cl:1][C:2]1[CH:3]=[CH:4][C:5]2[O:10][CH:9]([C:11]([N:13]3[CH2:14][CH2:15][N:16]([CH2:19][C:20]4[CH:25]=[CH:24][C:23]([F:26])=[CH:22][CH:21]=4)[CH2:17][CH2:18]3)=[O:12])[CH2:8][N:7]([C:30](=[O:31])[CH2:29][N:35]([CH3:36])[CH3:33])[C:6]=2[CH:27]=1. The catalyst is ClCCl.O.N(C)C.C1COCC1. The yield is 0.688. The reactants are [Cl:1][C:2]1[CH:3]=[CH:4][C:5]2[O:10][CH:9]([C:11]([N:13]3[CH2:18][CH2:17][N:16]([CH2:19][C:20]4[CH:25]=[CH:24][C:23]([F:26])=[CH:22][CH:21]=4)[CH2:15][CH2:14]3)=[O:12])[CH2:8][NH:7][C:6]=2[CH:27]=1.Cl[CH2:29][C:30](Cl)=[O:31].[CH2:33]([N:35](CC)[CH2:36]C)C. (4) The reactants are [NH2:1][C@H:2]1[CH2:7][CH2:6][N:5]([C:8]2[CH:9]=[C:10]([CH:15]=[CH:16][C:17]=2[F:18])[C:11]([O:13][CH3:14])=[O:12])[CH2:4][C@H:3]1[O:19][CH3:20].[Cl:21][C:22]1[N:23]=[C:24]([C:29](O)=[O:30])[NH:25][C:26]=1[CH2:27][CH3:28].CCN=C=NCCCN(C)C.Cl.C1C=CC2N(O)N=NC=2C=1. The yield is 0.850. No catalyst specified. The product is [Cl:21][C:22]1[N:23]=[C:24]([C:29]([NH:1][C@H:2]2[CH2:7][CH2:6][N:5]([C:8]3[CH:9]=[C:10]([CH:15]=[CH:16][C:17]=3[F:18])[C:11]([O:13][CH3:14])=[O:12])[CH2:4][C@H:3]2[O:19][CH3:20])=[O:30])[NH:25][C:26]=1[CH2:27][CH3:28].